From a dataset of Forward reaction prediction with 1.9M reactions from USPTO patents (1976-2016). Predict the product of the given reaction. Given the reactants CON(C)[C:4]([C:6]1[C:15](=[O:16])[C:14]2[C:9](=[CH:10][CH:11]=[CH:12][CH:13]=2)[N:8]([CH2:17][C:18]2[CH:23]=[CH:22][CH:21]=[C:20]([CH3:24])[N:19]=2)[CH:7]=1)=[O:5].[Cl:26][C:27]1[CH:32]=[CH:31][C:30](I)=[CH:29][N:28]=1.C([Mg]Cl)(C)C, predict the reaction product. The product is: [Cl:26][C:27]1[N:28]=[CH:29][C:30]([C:4]([C:6]2[C:15](=[O:16])[C:14]3[C:9](=[CH:10][CH:11]=[CH:12][CH:13]=3)[N:8]([CH2:17][C:18]3[CH:23]=[CH:22][CH:21]=[C:20]([CH3:24])[N:19]=3)[CH:7]=2)=[O:5])=[CH:31][CH:32]=1.